From a dataset of Catalyst prediction with 721,799 reactions and 888 catalyst types from USPTO. Predict which catalyst facilitates the given reaction. (1) Reactant: [C:1]([O:5][C:6]([NH:8][C:9]([NH:18][CH2:19][CH2:20][CH2:21][CH2:22][C@@H:23]([NH:44][C:45]([O:47][C:48]([CH3:51])([CH3:50])[CH3:49])=[O:46])[C:24](=[O:43])[NH:25][CH2:26][CH2:27][CH2:28][CH2:29][C@@H:30]([NH:35][C:36]([O:38][C:39]([CH3:42])([CH3:41])[CH3:40])=[O:37])[C:31]([O:33]C)=[O:32])=[N:10][C:11](=[O:17])[O:12][C:13]([CH3:16])([CH3:15])[CH3:14])=[O:7])([CH3:4])([CH3:3])[CH3:2].[OH-].[Na+]. Product: [C:13]([O:12][C:11]([NH:10][C:9]([NH:18][CH2:19][CH2:20][CH2:21][CH2:22][C@@H:23]([NH:44][C:45]([O:47][C:48]([CH3:51])([CH3:50])[CH3:49])=[O:46])[C:24](=[O:43])[NH:25][CH2:26][CH2:27][CH2:28][CH2:29][C@@H:30]([NH:35][C:36]([O:38][C:39]([CH3:42])([CH3:41])[CH3:40])=[O:37])[C:31]([OH:33])=[O:32])=[N:8][C:6](=[O:7])[O:5][C:1]([CH3:4])([CH3:3])[CH3:2])=[O:17])([CH3:14])([CH3:15])[CH3:16]. The catalyst class is: 200. (2) Reactant: [F:1][C:2]1[CH:12]=[C:11]([C:13]2[N:18]=[CH:17][C:16]([O:19][CH2:20][CH:21]3[CH2:26][CH2:25][N:24]([CH2:27][C:28]([F:31])([CH3:30])[CH3:29])[CH2:23][CH2:22]3)=[CH:15][N:14]=2)[CH:10]=[CH:9][C:3]=1[C:4]([O:6]CC)=[O:5].O[Li].O. Product: [F:1][C:2]1[CH:12]=[C:11]([C:13]2[N:18]=[CH:17][C:16]([O:19][CH2:20][CH:21]3[CH2:26][CH2:25][N:24]([CH2:27][C:28]([F:31])([CH3:29])[CH3:30])[CH2:23][CH2:22]3)=[CH:15][N:14]=2)[CH:10]=[CH:9][C:3]=1[C:4]([OH:6])=[O:5]. The catalyst class is: 20. (3) Product: [C:16]([O:20][C:21]([N:23]1[CH2:28][CH2:27][CH:26]([O:1][C:2]2[CH:10]=[CH:9][C:8]3[N:7]4[CH2:11][CH2:12][NH:13][C:14](=[O:15])[C:6]4=[CH:5][C:4]=3[CH:3]=2)[CH2:25][CH2:24]1)=[O:22])([CH3:19])([CH3:17])[CH3:18]. Reactant: [OH:1][C:2]1[CH:10]=[CH:9][C:8]2[N:7]3[CH2:11][CH2:12][NH:13][C:14](=[O:15])[C:6]3=[CH:5][C:4]=2[CH:3]=1.[C:16]([O:20][C:21]([N:23]1[CH2:28][CH2:27][CH:26](O)[CH2:25][CH2:24]1)=[O:22])([CH3:19])([CH3:18])[CH3:17].C1(P(C2C=CC=CC=2)C2C=CC=CC=2)C=CC=CC=1.N(C(OC(C)(C)C)=O)=NC(OC(C)(C)C)=O. The catalyst class is: 7. (4) Reactant: [CH:1]1([CH2:7][NH:8][C:9](=[O:19])[C:10]2[CH:15]=[CH:14][C:13]([N+:16]([O-:18])=[O:17])=[CH:12][CH:11]=2)[CH2:6][CH2:5][CH2:4][CH2:3][CH2:2]1.[H-].[Na+].I[CH3:23]. Product: [CH:1]1([CH2:7][N:8]([CH3:23])[C:9](=[O:19])[C:10]2[CH:11]=[CH:12][C:13]([N+:16]([O-:18])=[O:17])=[CH:14][CH:15]=2)[CH2:6][CH2:5][CH2:4][CH2:3][CH2:2]1. The catalyst class is: 1. (5) Reactant: Br[CH2:2][C:3]1[C:11]2[O:10][CH:9]=[CH:8][C:7]=2[CH:6]=[C:5]([N+:12]([O-:14])=[O:13])[CH:4]=1.C([O-])([O-])=O.[K+].[K+].[CH3:21][CH:22]1[NH:27][CH2:26][CH2:25][N:24]([C:28]([O:30][C:31]([CH3:34])([CH3:33])[CH3:32])=[O:29])[CH2:23]1. Product: [CH3:21][CH:22]1[N:27]([CH2:2][C:3]2[C:11]3[O:10][CH:9]=[CH:8][C:7]=3[CH:6]=[C:5]([N+:12]([O-:14])=[O:13])[CH:4]=2)[CH2:26][CH2:25][N:24]([C:28]([O:30][C:31]([CH3:32])([CH3:34])[CH3:33])=[O:29])[CH2:23]1. The catalyst class is: 23. (6) Reactant: Cl.[F:2][C:3]([F:21])([F:20])[O:4][C:5]1[CH:10]=[CH:9][C:8]([N:11]2[CH2:18][CH:17]3[CH:13]([CH2:14][NH:15][CH2:16]3)[C:12]2=[O:19])=[CH:7][CH:6]=1.[N:22]([C:25]1[CH:30]=[CH:29][C:28]([O:31][C:32]([F:35])([F:34])[F:33])=[CH:27][CH:26]=1)=[C:23]=[O:24].CCN(CC)CC. Product: [F:33][C:32]([F:34])([F:35])[O:31][C:28]1[CH:27]=[CH:26][C:25]([NH:22][C:23]([N:15]2[CH2:14][CH:13]3[CH:17]([CH2:18][N:11]([C:8]4[CH:9]=[CH:10][C:5]([O:4][C:3]([F:2])([F:20])[F:21])=[CH:6][CH:7]=4)[C:12]3=[O:19])[CH2:16]2)=[O:24])=[CH:30][CH:29]=1. The catalyst class is: 4. (7) Reactant: [C:1]([CH:5]([CH:21]1[CH2:24][C:23](=[O:25])[CH2:22]1)[C:6]([C:15]1[CH:20]=[CH:19][CH:18]=[CH:17][CH:16]=1)([C:9]1[CH:14]=[CH:13][CH:12]=[CH:11][CH:10]=1)[O:7][SiH3:8])([CH3:4])([CH3:3])[CH3:2].CCC(C)[BH-](C(C)CC)C(C)CC.[Li+]. Product: [C:1]([CH:5]([C@@H:21]1[CH2:22][C@H:23]([OH:25])[CH2:24]1)[C:6]([C:15]1[CH:16]=[CH:17][CH:18]=[CH:19][CH:20]=1)([C:9]1[CH:10]=[CH:11][CH:12]=[CH:13][CH:14]=1)[O:7][SiH3:8])([CH3:4])([CH3:2])[CH3:3]. The catalyst class is: 1.